This data is from Full USPTO retrosynthesis dataset with 1.9M reactions from patents (1976-2016). The task is: Predict the reactants needed to synthesize the given product. (1) Given the product [CH2:1]([O:8][C:9]1[CH:14]=[CH:13][N:12]([CH2:15][CH:16]([OH:34])[C:17]2[CH:33]=[CH:32][C:20]3[CH2:21][CH2:22][NH:23][CH2:24][CH2:25][C:19]=3[CH:18]=2)[C:11](=[O:35])[CH:10]=1)[C:2]1[CH:7]=[CH:6][CH:5]=[CH:4][CH:3]=1, predict the reactants needed to synthesize it. The reactants are: [CH2:1]([O:8][C:9]1[CH:14]=[CH:13][N:12]([CH2:15][CH:16]([OH:34])[C:17]2[CH:33]=[CH:32][C:20]3[CH2:21][CH2:22][N:23](C(=O)C(F)(F)F)[CH2:24][CH2:25][C:19]=3[CH:18]=2)[C:11](=[O:35])[CH:10]=1)[C:2]1[CH:7]=[CH:6][CH:5]=[CH:4][CH:3]=1.[OH-].[Na+]. (2) Given the product [NH2:1][C:4]1[CH:26]=[CH:25][C:7]([NH:8][C:9]2[CH:10]=[CH:11][C:12]3[C:18](=[O:19])[C:17]4[CH:20]=[CH:21][CH:22]=[CH:23][C:16]=4[CH2:15][O:14][C:13]=3[CH:24]=2)=[CH:6][CH:5]=1, predict the reactants needed to synthesize it. The reactants are: [N+:1]([C:4]1[CH:26]=[CH:25][C:7]([NH:8][C:9]2[CH:10]=[CH:11][C:12]3[C:18](=[O:19])[C:17]4[CH:20]=[CH:21][CH:22]=[CH:23][C:16]=4[CH2:15][O:14][C:13]=3[CH:24]=2)=[CH:6][CH:5]=1)([O-])=O.Cl.[Sn]. (3) Given the product [CH2:14]([N:1]1[C:5]([CH:6]=[O:7])=[CH:4][N:3]=[CH:2]1)[CH3:15].[CH2:14]([N:3]1[CH:4]=[C:5]([CH:6]=[O:7])[N:1]=[CH:2]1)[CH3:15], predict the reactants needed to synthesize it. The reactants are: [NH:1]1[C:5]([CH:6]=[O:7])=[CH:4][N:3]=[CH:2]1.C(=O)([O-])[O-].[K+].[K+].[CH2:14](I)[CH3:15].O. (4) The reactants are: [H-].[Na+].[CH:3]([O:6][C:7]([N:9]1[C:18]2[C:13](=[CH:14][C:15]([C:19]([F:22])([F:21])[F:20])=[CH:16][CH:17]=2)[C@@H:12]([NH:23][CH2:24][C:25]2[CH:30]=[C:29]([C:31]([F:34])([F:33])[F:32])[CH:28]=[C:27]([C:35]([F:38])([F:37])[F:36])[CH:26]=2)[CH2:11][C@H:10]1[CH2:39][CH3:40])=[O:8])([CH3:5])[CH3:4].[CH3:41][N:42](C)C=O.N#CBr. Given the product [CH:3]([O:6][C:7]([N:9]1[C:18]2[C:13](=[CH:14][C:15]([C:19]([F:20])([F:21])[F:22])=[CH:16][CH:17]=2)[C@@H:12]([N:23]([CH2:24][C:25]2[CH:26]=[C:27]([C:35]([F:38])([F:36])[F:37])[CH:28]=[C:29]([C:31]([F:32])([F:33])[F:34])[CH:30]=2)[C:41]#[N:42])[CH2:11][C@H:10]1[CH2:39][CH3:40])=[O:8])([CH3:5])[CH3:4], predict the reactants needed to synthesize it. (5) The reactants are: Cl.[N+:2]([C:5]1[CH:10]=[CH:9][C:8](/[C:11](/[C:23]2[CH:28]=[CH:27][CH:26]=[CH:25][CH:24]=2)=[CH:12]\[CH2:13][NH:14][C@@H:15]([C:17]2[CH:22]=[CH:21][CH:20]=[CH:19][CH:18]=2)[CH3:16])=[CH:7][CH:6]=1)([O-])=O. Given the product [C:23]1(/[C:11](/[C:8]2[CH:9]=[CH:10][C:5]([NH2:2])=[CH:6][CH:7]=2)=[CH:12]/[CH2:13][NH:14][C@@H:15]([C:17]2[CH:18]=[CH:19][CH:20]=[CH:21][CH:22]=2)[CH3:16])[CH:24]=[CH:25][CH:26]=[CH:27][CH:28]=1, predict the reactants needed to synthesize it. (6) Given the product [CH:1]([C:4]1[CH:5]=[CH:6][CH:7]=[C:8]2[C:12]=1[NH:11][CH:10]=[CH:9]2)([CH3:3])[CH3:2], predict the reactants needed to synthesize it. The reactants are: [CH:1]([C:4]1[CH:5]=[CH:6][CH:7]=[C:8]2[C:12]=1[NH:11][C:10](=O)[C:9]2=O)([CH3:3])[CH3:2].[BH4-].[Li+]. (7) Given the product [C:29]([Si:32]([CH3:34])([CH3:33])[O:22][CH2:21][CH2:20][CH2:19][C:3]1[C:2]([NH2:1])=[C:7]([NH2:8])[CH:6]=[C:5]([C:9]2[CH:14]=[CH:13][CH:12]=[CH:11][C:10]=2[C:15]([F:16])([F:17])[F:18])[CH:4]=1)([CH3:31])([CH3:30])[CH3:28], predict the reactants needed to synthesize it. The reactants are: [NH2:1][C:2]1[C:7]([NH2:8])=[CH:6][C:5]([C:9]2[CH:14]=[CH:13][CH:12]=[CH:11][C:10]=2[C:15]([F:18])([F:17])[F:16])=[CH:4][C:3]=1[CH2:19][CH2:20][CH2:21][OH:22].N1C=CN=C1.[CH3:28][C:29]([Si:32](Cl)([CH3:34])[CH3:33])([CH3:31])[CH3:30]. (8) Given the product [Br:1][C:2]1[CH:3]=[CH:4][CH:5]=[C:6]([CH2:8][O:9][Si:14]([C:10]([CH3:13])([CH3:12])[CH3:11])([CH3:16])[CH3:15])[N:7]=1, predict the reactants needed to synthesize it. The reactants are: [Br:1][C:2]1[N:7]=[C:6]([CH2:8][OH:9])[CH:5]=[CH:4][CH:3]=1.[C:10]([Si:14](Cl)([CH3:16])[CH3:15])([CH3:13])([CH3:12])[CH3:11].N1C=CN=C1. (9) Given the product [NH:22]1[C:30]2[CH2:29][CH2:28][N:27]([C:2]3[N:7]=[C:6]([NH:8][C:9]4[N:14]=[CH:13][C:12]5[N:15]=[C:16]([CH3:21])[N:17]([CH:18]([CH3:20])[CH3:19])[C:11]=5[CH:10]=4)[CH:5]=[CH:4][N:3]=3)[CH2:26][C:25]=2[CH:24]=[N:23]1, predict the reactants needed to synthesize it. The reactants are: Cl[C:2]1[N:7]=[C:6]([NH:8][C:9]2[N:14]=[CH:13][C:12]3[N:15]=[C:16]([CH3:21])[N:17]([CH:18]([CH3:20])[CH3:19])[C:11]=3[CH:10]=2)[CH:5]=[CH:4][N:3]=1.[NH:22]1[C:30]2[CH2:29][CH2:28][NH:27][CH2:26][C:25]=2[CH:24]=[N:23]1.C(N(CC)CC)C.CC(O)C.